Task: Predict the reaction yield, written as a fraction of the theoretical maximum amount of product (1.0 means a 100% yield; for example, 0.34 means a 34% yield).. Dataset: Reaction yield outcomes from USPTO patents with 853,638 reactions (1) The reactants are [F:1][C:2]1[CH:3]=[C:4]([C:12]([C:21]2[CH:26]=[CH:25][C:24]([O:27][CH3:28])=[CH:23][N:22]=2)([NH2:20])[CH2:13][C:14]2[CH:19]=[CH:18][CH:17]=[CH:16][CH:15]=2)[CH:5]=[C:6]([C:8]([F:11])([F:10])[F:9])[CH:7]=1.C([O-])([O-])=O.[K+].[K+].Cl[C:36]([O:38][C:39]([CH3:41])=[CH2:40])=[O:37]. The catalyst is C1COCC1. The product is [F:1][C:2]1[CH:3]=[C:4]([C:12]([NH:20][C:36](=[O:37])[O:38][C:39]([CH3:41])=[CH2:40])([C:21]2[CH:26]=[CH:25][C:24]([O:27][CH3:28])=[CH:23][N:22]=2)[CH2:13][C:14]2[CH:19]=[CH:18][CH:17]=[CH:16][CH:15]=2)[CH:5]=[C:6]([C:8]([F:11])([F:9])[F:10])[CH:7]=1. The yield is 0.500. (2) The reactants are [CH:1]([C:4]1[N:5]=[C:6]([CH2:9][O:10][C:11]2[CH:16]=[CH:15][N:14]=[C:13](C(O)=O)[CH:12]=2)[S:7][CH:8]=1)([CH3:3])[CH3:2].C1(C)C=CC=CC=1.C([N:29]([CH2:32]C)CC)C.C1(P(N=[N+]=[N-])(C2C=CC=CC=2)=[O:41])C=CC=CC=1.[C:51]([OH:55])([CH3:54])([CH3:53])[CH3:52]. No catalyst specified. The product is [CH:1]([C:4]1[N:5]=[C:6]([CH2:9][O:10][C:11]2[CH:16]=[CH:15][N:14]=[C:13]([NH:29][C:32](=[O:41])[O:55][C:51]([CH3:54])([CH3:53])[CH3:52])[CH:12]=2)[S:7][CH:8]=1)([CH3:2])[CH3:3]. The yield is 0.530.